Dataset: NCI-60 drug combinations with 297,098 pairs across 59 cell lines. Task: Regression. Given two drug SMILES strings and cell line genomic features, predict the synergy score measuring deviation from expected non-interaction effect. (1) Drug 1: CC12CCC3C(C1CCC2=O)CC(=C)C4=CC(=O)C=CC34C. Drug 2: CC(C)CN1C=NC2=C1C3=CC=CC=C3N=C2N. Cell line: NCI-H322M. Synergy scores: CSS=18.2, Synergy_ZIP=5.26, Synergy_Bliss=6.43, Synergy_Loewe=3.61, Synergy_HSA=3.46. (2) Drug 1: C1=C(C(=O)NC(=O)N1)F. Drug 2: CCC1(CC2CC(C3=C(CCN(C2)C1)C4=CC=CC=C4N3)(C5=C(C=C6C(=C5)C78CCN9C7C(C=CC9)(C(C(C8N6C)(C(=O)OC)O)OC(=O)C)CC)OC)C(=O)OC)O.OS(=O)(=O)O. Cell line: LOX IMVI. Synergy scores: CSS=33.6, Synergy_ZIP=-6.23, Synergy_Bliss=-6.79, Synergy_Loewe=-4.08, Synergy_HSA=-1.35. (3) Drug 1: CC1=C2C(C(=O)C3(C(CC4C(C3C(C(C2(C)C)(CC1OC(=O)C(C(C5=CC=CC=C5)NC(=O)OC(C)(C)C)O)O)OC(=O)C6=CC=CC=C6)(CO4)OC(=O)C)OC)C)OC. Drug 2: CCN(CC)CCCC(C)NC1=C2C=C(C=CC2=NC3=C1C=CC(=C3)Cl)OC. Cell line: SW-620. Synergy scores: CSS=50.6, Synergy_ZIP=-1.20, Synergy_Bliss=-2.27, Synergy_Loewe=-2.95, Synergy_HSA=1.49. (4) Drug 1: C1=CC(=CC=C1C#N)C(C2=CC=C(C=C2)C#N)N3C=NC=N3. Drug 2: CS(=O)(=O)OCCCCOS(=O)(=O)C. Cell line: SNB-19. Synergy scores: CSS=0.722, Synergy_ZIP=0.546, Synergy_Bliss=1.48, Synergy_Loewe=-1.73, Synergy_HSA=-1.56.